Task: Predict the reactants needed to synthesize the given product.. Dataset: Full USPTO retrosynthesis dataset with 1.9M reactions from patents (1976-2016) (1) Given the product [CH3:1][S:2]([C:5]1[CH:10]=[CH:9][C:8]([C:11]2[N:16]=[CH:15][C:14]([CH2:17][N:18]([CH2:34][C:33]([F:44])([F:43])[F:32])[CH:19]3[CH2:24][CH2:23][N:22]([C:25]([O:27][C:28]([CH3:31])([CH3:30])[CH3:29])=[O:26])[CH2:21][CH2:20]3)=[CH:13][CH:12]=2)=[CH:7][CH:6]=1)(=[O:3])=[O:4], predict the reactants needed to synthesize it. The reactants are: [CH3:1][S:2]([C:5]1[CH:10]=[CH:9][C:8]([C:11]2[N:16]=[CH:15][C:14]([CH2:17][NH:18][CH:19]3[CH2:24][CH2:23][N:22]([C:25]([O:27][C:28]([CH3:31])([CH3:30])[CH3:29])=[O:26])[CH2:21][CH2:20]3)=[CH:13][CH:12]=2)=[CH:7][CH:6]=1)(=[O:4])=[O:3].[F:32][C:33]([F:44])([F:43])[CH2:34]OS(C(F)(F)F)(=O)=O.C(N(CC)C(C)C)(C)C. (2) Given the product [F:23][C:24]1[CH:29]=[CH:28][C:27]([C:30]2[N:31]=[C:32]([N:35]3[CH2:36][CH2:37][N:38]([C:15]([NH:7][C:6]4[N:2]([CH3:1])[N:3]=[CH:4][CH:5]=4)=[O:17])[CH2:39][CH2:40]3)[S:33][CH:34]=2)=[CH:26][CH:25]=1, predict the reactants needed to synthesize it. The reactants are: [CH3:1][N:2]1[C:6]([N:7]([C:15]([O:17]CC(Cl)(Cl)Cl)=O)C(OC(Cl)(Cl)Cl)=O)=[CH:5][CH:4]=[N:3]1.[F:23][C:24]1[CH:29]=[CH:28][C:27]([C:30]2[N:31]=[C:32]([N:35]3[CH2:40][CH2:39][NH:38][CH2:37][CH2:36]3)[S:33][CH:34]=2)=[CH:26][CH:25]=1.C(N(C(C)C)CC)(C)C.O. (3) Given the product [N:17]1([C:6]([O:5][C:1]([CH3:2])([CH3:3])[CH3:4])=[O:8])[CH2:32][C@H:30]([OH:31])[CH2:29][C@H:18]1[C:19]([O:21][CH2:22][C:23]1[CH:28]=[CH:27][CH:26]=[CH:25][CH:24]=1)=[O:20], predict the reactants needed to synthesize it. The reactants are: [C:1]([O:5][C:6]([O:8]C([O-])=O)=O)([CH3:4])([CH3:3])[CH3:2].C(=O)(O)[O-].[Na+].[NH:17]1[CH2:32][C@H:30]([OH:31])[CH2:29][C@H:18]1[C:19]([O:21][CH2:22][C:23]1[CH:28]=[CH:27][CH:26]=[CH:25][CH:24]=1)=[O:20]. (4) Given the product [CH2:64]([O:71][C:72]([N:74]1[CH2:75][CH:76]2[CH2:81][CH:80]([CH2:82][O:83][C:84]3[CH:93]=[C:92]4[C:87]([C:88]([O:94][C:95]5[CH:100]=[CH:99][C:98]([NH:101][C:40]([NH:42][C:43](=[O:51])[CH2:44][C:45]6[CH:46]=[CH:47][CH:48]=[CH:49][CH:50]=6)=[S:41])=[CH:97][C:96]=5[F:102])=[N:89][CH:90]=[N:91]4)=[CH:86][C:85]=3[O:103][CH3:104])[CH2:79][CH:77]2[CH2:78]1)=[O:73])[C:65]1[CH:70]=[CH:69][CH:68]=[CH:67][CH:66]=1, predict the reactants needed to synthesize it. The reactants are: C(OC(N1CC2C(COC3C=C4C(C(OC5C=CC=CC=5N[C:40]([NH:42][C:43](=[O:51])[CH2:44][C:45]5[CH:50]=[CH:49][CH:48]=[CH:47][CH:46]=5)=[S:41])=NC(F)=N4)=CC=3OC)CCC2C1)=O)C1C=CC=CC=1.C1(CC(Cl)=O)C=CC=CC=1.[CH2:64]([O:71][C:72]([N:74]1[CH2:78][CH:77]2[CH2:79][CH:80]([CH2:82][O:83][C:84]3[CH:93]=[C:92]4[C:87]([C:88]([O:94][C:95]5[CH:100]=[CH:99][C:98]([NH2:101])=[CH:97][C:96]=5[F:102])=[N:89][CH:90]=[N:91]4)=[CH:86][C:85]=3[O:103][CH3:104])[CH2:81][CH:76]2[CH2:75]1)=[O:73])[C:65]1[CH:70]=[CH:69][CH:68]=[CH:67][CH:66]=1.CCO. (5) Given the product [Br:14][C:15]1[CH:16]=[C:17]([CH:20]=[CH:21][CH:22]=1)[CH2:18][CH:4]([C:5]([O:7][CH2:8][CH3:9])=[O:6])[C:3]([O:11][CH2:12][CH3:13])=[O:10], predict the reactants needed to synthesize it. The reactants are: [H-].[Na+].[C:3]([O:11][CH2:12][CH3:13])(=[O:10])[CH2:4][C:5]([O:7][CH2:8][CH3:9])=[O:6].[Br:14][C:15]1[CH:16]=[C:17]([CH:20]=[CH:21][CH:22]=1)[CH2:18]Br.